From a dataset of Catalyst prediction with 721,799 reactions and 888 catalyst types from USPTO. Predict which catalyst facilitates the given reaction. (1) Reactant: [CH3:1][NH:2][C:3](=[O:20])[C@H:4]([CH2:16][CH:17]([CH3:19])[CH3:18])[NH:5]C(OCC1C=CC=CC=1)=O.[H][H]. Product: [CH3:1][NH:2][C:3](=[O:20])[C@H:4]([CH2:16][CH:17]([CH3:19])[CH3:18])[NH2:5]. The catalyst class is: 43. (2) Product: [ClH:40].[CH2:1]([C:3]1[N:7]=[C:6]([CH2:8][N:9]2[C:14]3[CH:15]=[C:16]([C:18]4[CH:19]=[CH:20][C:21]([F:24])=[CH:22][CH:23]=4)[S:17][C:13]=3[C:12](=[O:25])[N:11]([CH:26]3[CH2:31][CH2:30][NH:29][CH2:28][CH2:27]3)[C:10]2=[O:39])[O:5][N:4]=1)[CH3:2]. The catalyst class is: 12. Reactant: [CH2:1]([C:3]1[N:7]=[C:6]([CH2:8][N:9]2[C:14]3[CH:15]=[C:16]([C:18]4[CH:23]=[CH:22][C:21]([F:24])=[CH:20][CH:19]=4)[S:17][C:13]=3[C:12](=[O:25])[N:11]([CH:26]3[CH2:31][CH2:30][N:29](C(OC(C)(C)C)=O)[CH2:28][CH2:27]3)[C:10]2=[O:39])[O:5][N:4]=1)[CH3:2].[ClH:40]. (3) Reactant: Cl[C:2]1[CH:7]=[C:6]([C:8]2[CH:13]=[CH:12][CH:11]=[CH:10][CH:9]=2)[N:5]=[C:4]([NH:14][C:15](=[O:32])[CH2:16][CH2:17][C:18]([C:20]2[CH:25]=[CH:24][C:23]([O:26][CH2:27][CH3:28])=[C:22]([O:29][CH2:30][CH3:31])[CH:21]=2)=[O:19])[CH:3]=1.C1(C2C=CC=CC=2)C=CC=CC=1P(C1CCCCC1)C1CCCCC1.C(=O)([O-])[O-].[K+].[K+].[OH:64][C:65]1[CH:70]=[CH:69][C:68](B2OC(C)(C)C(C)(C)O2)=[CH:67][C:66]=1[O:80][CH3:81]. Product: [CH2:30]([O:29][C:22]1[CH:21]=[C:20]([C:18](=[O:19])[CH2:17][CH2:16][C:15]([NH:14][C:4]2[CH:3]=[C:2]([C:68]3[CH:69]=[CH:70][C:65]([OH:64])=[C:66]([O:80][CH3:81])[CH:67]=3)[CH:7]=[C:6]([C:8]3[CH:13]=[CH:12][CH:11]=[CH:10][CH:9]=3)[N:5]=2)=[O:32])[CH:25]=[CH:24][C:23]=1[O:26][CH2:27][CH3:28])[CH3:31]. The catalyst class is: 110. (4) Reactant: I.[CH3:2][N:3]([CH2:8][CH2:9][S:10][CH3:11])[CH:4](SC)[CH3:5].[NH2:12][C:13]1[CH:21]=[C:20]2[C:16]([CH2:17][C@@H:18]([OH:39])[C@@H:19]2[NH:22][C:23]([C:25]2[CH:30]=[CH:29][C:28]([C:31]3[CH:36]=[CH:35][CH:34]=[CH:33][C:32]=3[F:37])=[CH:27][C:26]=2[F:38])=[O:24])=[CH:15][CH:14]=1. Product: [CH3:11][S:10][CH2:9][CH2:8][N:3]([CH3:2])[C:4](=[N:12][C:13]1[CH:21]=[C:20]2[C:16]([CH2:17][C@@H:18]([OH:39])[C@@H:19]2[NH:22][C:23]([C:25]2[CH:30]=[CH:29][C:28]([C:31]3[CH:36]=[CH:35][CH:34]=[CH:33][C:32]=3[F:37])=[CH:27][C:26]=2[F:38])=[O:24])=[CH:15][CH:14]=1)[CH3:5]. The catalyst class is: 17. (5) Reactant: C(OC(=O)[NH:7][CH2:8][C:9]1[CH:10]=[N:11][CH:12]=[C:13]([C:15]2[CH:20]=[CH:19][CH:18]=[C:17]([CH2:21][NH:22][C:23]3[N:28]=[C:27]([NH:29][CH2:30][CH:31]4[CH2:36][CH2:35][CH:34]([CH2:37][OH:38])[CH2:33][CH2:32]4)[C:26]([N+:39]([O-:41])=[O:40])=[CH:25][N:24]=3)[C:16]=2[CH3:42])[CH:14]=1)(C)(C)C.Cl.O1CCOCC1. Product: [NH2:7][CH2:8][C:9]1[CH:14]=[C:13]([C:15]2[C:16]([CH3:42])=[C:17]([CH:18]=[CH:19][CH:20]=2)[CH2:21][NH:22][C:23]2[N:28]=[C:27]([NH:29][CH2:30][C@H:31]3[CH2:32][CH2:33][C@H:34]([CH2:37][OH:38])[CH2:35][CH2:36]3)[C:26]([N+:39]([O-:41])=[O:40])=[CH:25][N:24]=2)[CH:12]=[N:11][CH:10]=1. The catalyst class is: 4.